From a dataset of Reaction yield outcomes from USPTO patents with 853,638 reactions. Predict the reaction yield, written as a fraction of the theoretical maximum amount of product (1.0 means a 100% yield; for example, 0.34 means a 34% yield). (1) The reactants are [CH3:1][O:2][C:3]1[CH:8]=[CH:7][C:6]([CH2:9][C:10]([OH:12])=O)=[C:5]([C:13]([F:16])([F:15])[F:14])[CH:4]=1.[NH2:17][C:18]1[CH:27]=[CH:26][C:21]([C:22]([O:24]C)=[O:23])=[C:20]([O:28][CH3:29])[CH:19]=1.CN(C(ON1N=NC2C=CC=NC1=2)=[N+](C)C)C.F[P-](F)(F)(F)(F)F.[Li+].[OH-].Cl. The catalyst is CN(C=O)C.CC(=O)OCC.C1COCC1.CO. The product is [CH3:29][O:28][C:20]1[CH:19]=[C:18]([NH:17][C:10](=[O:12])[CH2:9][C:6]2[CH:7]=[CH:8][C:3]([O:2][CH3:1])=[CH:4][C:5]=2[C:13]([F:16])([F:15])[F:14])[CH:27]=[CH:26][C:21]=1[C:22]([OH:24])=[O:23]. The yield is 0.490. (2) The reactants are [NH2:1][C:2]1[N:7]=[CH:6][C:5]([C:8]2[CH:30]=[CH:29][C:11]3[N:12]([C:25]([CH3:28])([CH3:27])[CH3:26])[C:13]([C:15]4[CH:24]=[CH:23][CH:22]=[CH:21][C:16]=4[C:17]([NH:19][NH2:20])=[O:18])=[N:14][C:10]=3[CH:9]=2)=[CH:4][N:3]=1.C([O-])(O)=O.[Na+].[N:36]#[C:37]Br. The catalyst is O1CCOCC1.O. The product is [NH2:36][C:37]1[O:18][C:17]([C:16]2[CH:21]=[CH:22][CH:23]=[CH:24][C:15]=2[C:13]2[N:12]([C:25]([CH3:26])([CH3:27])[CH3:28])[C:11]3[CH:29]=[CH:30][C:8]([C:5]4[CH:4]=[N:3][C:2]([NH2:1])=[N:7][CH:6]=4)=[CH:9][C:10]=3[N:14]=2)=[N:19][N:20]=1. The yield is 0.660.